Dataset: Forward reaction prediction with 1.9M reactions from USPTO patents (1976-2016). Task: Predict the product of the given reaction. (1) Given the reactants [CH:1]([C:3]1[CH:28]=[CH:27][C:6]([C:7]([NH:9][C:10]2[S:11][C:12]3[C:18]([C:19]4[CH:24]=[CH:23][CH:22]=[CH:21][CH:20]=4)=[CH:17][CH:16]=[C:15]([O:25][CH3:26])[C:13]=3[N:14]=2)=[O:8])=[CH:5][CH:4]=1)=[O:2].[BH4-].[Na+].O.Cl, predict the reaction product. The product is: [OH:2][CH2:1][C:3]1[CH:28]=[CH:27][C:6]([C:7]([NH:9][C:10]2[S:11][C:12]3[C:18]([C:19]4[CH:24]=[CH:23][CH:22]=[CH:21][CH:20]=4)=[CH:17][CH:16]=[C:15]([O:25][CH3:26])[C:13]=3[N:14]=2)=[O:8])=[CH:5][CH:4]=1. (2) Given the reactants [C:1]([O:9][CH2:10][CH3:11])(=[O:8])[CH2:2][C:3]([O:5][CH2:6][CH3:7])=[O:4].Cl[CH2:13]/[CH:14]=[CH:15]\[CH2:16]Cl.CCOC(C)=O, predict the reaction product. The product is: [C:2]1([C:3]([O:5][CH2:6][CH3:7])=[O:4])([C:1]([O:9][CH2:10][CH3:11])=[O:8])[CH2:16][CH:15]=[CH:14][CH2:13]1. (3) Given the reactants [Cl:1][C:2]1[CH:7]=[C:6]([CH:8]=C)[CH:5]=[C:4]([Cl:10])[C:3]=1[N:11]1[CH:28]=[C:14]2[C:15]([NH:20][C:21]3[CH:26]=[C:25]([CH3:27])[N:24]=[CH:23][N:22]=3)=[N:16][CH:17]=[C:18]([F:19])[C:13]2=[N:12]1.I([O-])(=O)(=O)=[O:30].[Na+], predict the reaction product. The product is: [Cl:1][C:2]1[CH:7]=[C:6]([CH:5]=[C:4]([Cl:10])[C:3]=1[N:11]1[CH:28]=[C:14]2[C:15]([NH:20][C:21]3[CH:26]=[C:25]([CH3:27])[N:24]=[CH:23][N:22]=3)=[N:16][CH:17]=[C:18]([F:19])[C:13]2=[N:12]1)[CH:8]=[O:30]. (4) Given the reactants [OH-].[Na+].[C:3]([NH:11][C:12]1[CH:13]=[C:14]([CH:20]=[CH:21][CH:22]=1)[C:15]([O:17]CC)=[O:16])(=[O:10])[C:4]1[CH:9]=[CH:8][CH:7]=[CH:6][CH:5]=1.Cl, predict the reaction product. The product is: [C:3]([NH:11][C:12]1[CH:13]=[C:14]([CH:20]=[CH:21][CH:22]=1)[C:15]([OH:17])=[O:16])(=[O:10])[C:4]1[CH:5]=[CH:6][CH:7]=[CH:8][CH:9]=1. (5) Given the reactants CN(C(ON1N=NC2C=CC=NC1=2)=[N+](C)C)C.F[P-](F)(F)(F)(F)F.CCN(C(C)C)C(C)C.[O:34]=[C:35]([CH3:46])[CH2:36][C:37]1[CH:38]=[C:39]([CH:43]=[CH:44][CH:45]=1)[C:40]([OH:42])=O.[CH3:47][O:48][C:49]1[CH:50]=[C:51]([NH:55][C:56]2[C:65]3[C:60](=[C:61]([CH3:83])[CH:62]=[C:63]([S:66]([C:69]4[CH:74]=[CH:73][CH:72]=[C:71]([C:75]([N:77]5[CH2:82][CH2:81][NH:80][CH2:79][CH2:78]5)=[O:76])[CH:70]=4)(=[O:68])=[O:67])[CH:64]=3)[N:59]=[CH:58][C:57]=2[C:84]([NH2:86])=[O:85])[CH:52]=[CH:53][CH:54]=1, predict the reaction product. The product is: [CH3:47][O:48][C:49]1[CH:50]=[C:51]([NH:55][C:56]2[C:65]3[C:60](=[C:61]([CH3:83])[CH:62]=[C:63]([S:66]([C:69]4[CH:74]=[CH:73][CH:72]=[C:71]([C:75]([N:77]5[CH2:78][CH2:79][N:80]([C:40](=[O:42])[C:39]6[CH:43]=[CH:44][CH:45]=[C:37]([CH2:36][C:35](=[O:34])[CH3:46])[CH:38]=6)[CH2:81][CH2:82]5)=[O:76])[CH:70]=4)(=[O:68])=[O:67])[CH:64]=3)[N:59]=[CH:58][C:57]=2[C:84]([NH2:86])=[O:85])[CH:52]=[CH:53][CH:54]=1. (6) Given the reactants [C:1]([N:5]1[CH:9]=[C:8]([C:10]2[N:15]=[CH:14][C:13]3[CH:16]=[N:17][N:18]([C:19]4[N:24]=[C:23]([N:25]5[CH2:31][CH2:30][CH2:29][N:28](C(OC(C)(C)C)=O)[CH2:27][CH2:26]5)[CH:22]=[CH:21][CH:20]=4)[C:12]=3[CH:11]=2)[CH:7]=[N:6]1)([CH3:4])([CH3:3])[CH3:2].C(O)(C(F)(F)F)=O.N, predict the reaction product. The product is: [N:25]1([C:23]2[N:24]=[C:19]([N:18]3[C:12]4[CH:11]=[C:10]([C:8]5[CH:7]=[N:6][N:5]([C:1]([CH3:4])([CH3:3])[CH3:2])[CH:9]=5)[N:15]=[CH:14][C:13]=4[CH:16]=[N:17]3)[CH:20]=[CH:21][CH:22]=2)[CH2:31][CH2:30][CH2:29][NH:28][CH2:27][CH2:26]1. (7) The product is: [CH3:32][C:29]1[CH:28]=[CH:27][C:26]([S:23]([NH:22][C:20]2[CH:19]=[CH:18][C:15]3[CH2:16][CH2:17][NH:11][CH2:12][CH2:13][C:14]=3[CH:21]=2)(=[O:24])=[O:25])=[CH:31][CH:30]=1. Given the reactants C(OC([N:11]1[CH2:17][CH2:16][C:15]2[CH:18]=[CH:19][C:20]([NH:22][S:23]([C:26]3[CH:31]=[CH:30][C:29]([CH3:32])=[CH:28][CH:27]=3)(=[O:25])=[O:24])=[CH:21][C:14]=2[CH2:13][CH2:12]1)=O)C1C=CC=CC=1, predict the reaction product.